This data is from Reaction yield outcomes from USPTO patents with 853,638 reactions. The task is: Predict the reaction yield, written as a fraction of the theoretical maximum amount of product (1.0 means a 100% yield; for example, 0.34 means a 34% yield). (1) The reactants are [Cl:1][C:2]1[CH:3]=[C:4]([N:8]2[N:12]=[N:11][C:10]([CH:13]([NH:15][CH2:16][CH2:17][CH2:18][NH2:19])[CH3:14])=[N:9]2)[CH:5]=[CH:6][CH:7]=1.[C:20](C1NC=CN=1)(C1NC=CN=1)=[S:21]. The catalyst is ClCCl. The product is [Cl:1][C:2]1[CH:3]=[C:4]([N:8]2[N:12]=[N:11][C:10]([CH:13]([N:15]3[CH2:16][CH2:17][CH2:18][NH:19][C:20]3=[S:21])[CH3:14])=[N:9]2)[CH:5]=[CH:6][CH:7]=1. The yield is 0.690. (2) The catalyst is CC(C)=O. The product is [CH3:19][O:18][C:17]1[CH:16]=[C:15]([CH:23]=[CH:22][C:20]=1[O:21][CH2:2][C:3]1[CH:12]=[CH:11][C:10]2[C:5](=[CH:6][CH:7]=[CH:8][CH:9]=2)[CH:4]=1)[CH:14]=[O:13]. The reactants are Br[CH2:2][C:3]1[CH:12]=[CH:11][C:10]2[C:5](=[CH:6][CH:7]=[CH:8][CH:9]=2)[CH:4]=1.[O:13]=[CH:14][C:15]1[CH:23]=[CH:22][C:20]([OH:21])=[C:17]([O:18][CH3:19])[CH:16]=1.C(=O)([O-])[O-].[K+].[K+]. The yield is 0.750. (3) The reactants are [CH3:1][O:2][CH2:3][CH:4]([N:8]1[C:17]2[C:12](=[CH:13][C:14](I)=[CH:15][CH:16]=2)[C:11](=[O:19])[C:10]([C:20]([N:22]2[CH2:27][CH2:26][N:25]([C:28]([O:30][C:31]([CH3:34])([CH3:33])[CH3:32])=[O:29])[CH2:24][CH2:23]2)=[O:21])=[CH:9]1)[CH2:5][O:6][CH3:7].[CH2:35]([NH:37][C:38]([NH:40][C:41]1[CH:46]=[C:45]([C:47]2[S:48][CH:49]=[C:50]([C:52]([F:55])([F:54])[F:53])[N:51]=2)[C:44](B2OC(C)(C)C(C)(C)O2)=[CH:43][N:42]=1)=[O:39])[CH3:36].C(=O)([O-])[O-].[Na+].[Na+]. The catalyst is CN(C)C=O.O.C1C=CC([P]([Pd]([P](C2C=CC=CC=2)(C2C=CC=CC=2)C2C=CC=CC=2)([P](C2C=CC=CC=2)(C2C=CC=CC=2)C2C=CC=CC=2)[P](C2C=CC=CC=2)(C2C=CC=CC=2)C2C=CC=CC=2)(C2C=CC=CC=2)C2C=CC=CC=2)=CC=1. The product is [CH3:1][O:2][CH2:3][CH:4]([N:8]1[C:17]2[C:12](=[CH:13][C:14]([C:44]3[CH:43]=[N:42][C:41]([NH:40][C:38](=[O:39])[NH:37][CH2:35][CH3:36])=[CH:46][C:45]=3[C:47]3[S:48][CH:49]=[C:50]([C:52]([F:55])([F:53])[F:54])[N:51]=3)=[CH:15][CH:16]=2)[C:11](=[O:19])[C:10]([C:20]([N:22]2[CH2:27][CH2:26][N:25]([C:28]([O:30][C:31]([CH3:34])([CH3:33])[CH3:32])=[O:29])[CH2:24][CH2:23]2)=[O:21])=[CH:9]1)[CH2:5][O:6][CH3:7]. The yield is 0.490. (4) The reactants are [Cl:1][S:2]([C:5]1[CH:13]=[CH:12][C:8]([C:9](Cl)=[O:10])=[CH:7][CH:6]=1)(=[O:4])=[O:3].N#N.[F:16][C:17]1[CH:24]=[CH:23][C:20]([CH2:21][NH2:22])=[CH:19][CH:18]=1.C(N(CC)CC)C. The catalyst is CN(C1C=CN=CC=1)C.C1COCC1. The product is [F:16][C:17]1[CH:24]=[CH:23][C:20]([CH2:21][NH:22][C:9]([C:8]2[CH:12]=[CH:13][C:5]([S:2]([Cl:1])(=[O:4])=[O:3])=[CH:6][CH:7]=2)=[O:10])=[CH:19][CH:18]=1. The yield is 0.800. (5) The reactants are [NH2:1][C:2]1[C:11]2[C:6](=[C:7](Br)[CH:8]=[CH:9][CH:10]=2)[N:5]=[N:4][C:3]=1[C:13]([NH:15][CH2:16][CH2:17][CH3:18])=[O:14].[F:19][C:20]1[CH:25]=[C:24]([O:26][CH3:27])[C:23]([F:28])=[CH:22][C:21]=1B(O)O. No catalyst specified. The product is [NH2:1][C:2]1[C:11]2[C:6](=[C:7]([C:21]3[CH:22]=[C:23]([F:28])[C:24]([O:26][CH3:27])=[CH:25][C:20]=3[F:19])[CH:8]=[CH:9][CH:10]=2)[N:5]=[N:4][C:3]=1[C:13]([NH:15][CH2:16][CH2:17][CH3:18])=[O:14]. The yield is 0.670. (6) The reactants are Cl[C:2]1[N:7]=[C:6]([Cl:8])[C:5]([C:9]([F:12])([F:11])[F:10])=[CH:4][N:3]=1.[NH3:13]. The catalyst is CO. The product is [Cl:8][C:6]1[C:5]([C:9]([F:12])([F:11])[F:10])=[CH:4][N:3]=[C:2]([NH2:13])[N:7]=1. The yield is 0.226. (7) The reactants are [C:1]1([NH:11][CH2:12][C:13]([OH:15])=O)[C:10]2[C:5](=[CH:6][CH:7]=[CH:8][CH:9]=2)[CH:4]=[CH:3][CH:2]=1.[C:16]([O:20][C:21](=[N:35][NH:36][C:37]([NH2:39])=[O:38])[CH2:22][C@H:23]([NH:26][C:27](=[O:34])[C@H:28]([CH2:30][CH:31]([CH3:33])[CH3:32])[NH2:29])[CH:24]=[O:25])([CH3:19])([CH3:18])[CH3:17].O.OC1C2N=NNC=2C=CC=1.Cl.C(N=C=NC(N)CC(C)C)C. The catalyst is CN1CCCC1=O.C(Cl)Cl. The product is [C:16]([O:20][C:21](=[N:35][NH:36][C:37]([NH2:39])=[O:38])[CH2:22][C@H:23]([NH:26][C:27](=[O:34])[C@H:28]([CH2:30][CH:31]([CH3:33])[CH3:32])[NH:29][C:13](=[O:15])[CH2:12][NH:11][C:1]1[C:10]2[C:5](=[CH:6][CH:7]=[CH:8][CH:9]=2)[CH:4]=[CH:3][CH:2]=1)[CH:24]=[O:25])([CH3:18])([CH3:19])[CH3:17]. The yield is 1.00.